From a dataset of Forward reaction prediction with 1.9M reactions from USPTO patents (1976-2016). Predict the product of the given reaction. The product is: [Cl:1][C:2]1[C:3]([C:33]2[S:37][C:36]([C:38]3([OH:42])[CH2:41][O:40][CH2:39]3)=[N:35][CH:34]=2)=[C:4]2[CH:10]=[C:9]([C:11]3[CH:12]=[N:13][N:14]([CH2:16][CH2:17][N:18]4[CH2:22][CH2:21][CH2:20][CH2:19]4)[CH:15]=3)[N:8]([S:23]([C:26]3[CH:27]=[CH:28][C:29]([CH3:30])=[CH:31][CH:32]=3)(=[O:25])=[O:24])[C:5]2=[N:6][CH:7]=1. Given the reactants [Cl:1][C:2]1[C:3]([C:33]2[S:37][C:36]([C:38]3([O:42]CC4C=CC(OC)=CC=4)[CH2:41][O:40][CH2:39]3)=[N:35][CH:34]=2)=[C:4]2[CH:10]=[C:9]([C:11]3[CH:12]=[N:13][N:14]([CH2:16][CH2:17][N:18]4[CH2:22][CH2:21][CH2:20][CH2:19]4)[CH:15]=3)[N:8]([S:23]([C:26]3[CH:32]=[CH:31][C:29]([CH3:30])=[CH:28][CH:27]=3)(=[O:25])=[O:24])[C:5]2=[N:6][CH:7]=1.FC(F)(F)C(O)=O, predict the reaction product.